The task is: Predict the reactants needed to synthesize the given product.. This data is from Full USPTO retrosynthesis dataset with 1.9M reactions from patents (1976-2016). (1) Given the product [Br:22][C:19]1[CH:20]=[CH:21][C:16]([O:15][C:3]2[C:4]3[CH:12]=[CH:11][C:10]([O:13][CH3:14])=[CH:9][C:5]=3[S:6](=[O:8])(=[O:7])[CH:2]=2)=[CH:17][CH:18]=1, predict the reactants needed to synthesize it. The reactants are: Br[C:2]1[S:6](=[O:8])(=[O:7])[C:5]2[CH:9]=[C:10]([O:13][CH3:14])[CH:11]=[CH:12][C:4]=2[C:3]=1[O:15][C:16]1[CH:21]=[CH:20][C:19]([Br:22])=[CH:18][CH:17]=1.[BH4-].[Na+]. (2) Given the product [Cl:1][CH2:2][C:3]([N:6]1[CH2:10][CH2:9][CH2:8][CH2:7]1)=[O:4], predict the reactants needed to synthesize it. The reactants are: [Cl:1][CH2:2][C:3](Cl)=[O:4].[NH:6]1[CH2:10][CH2:9][CH2:8][CH2:7]1. (3) Given the product [CH2:11]([O:10][C:8]([NH:7][CH2:6][CH2:5][CH2:4][CH2:3][C@H:2]([N:1]1[C:24]2[CH:4]=[CH:3][CH:2]=[CH:18][C:28]=2[C:27]2[C:26]1=[CH:27][CH:28]=[CH:24][CH:26]=2)[C:18]([O:20][CH3:21])=[O:19])=[O:9])[C:12]1[CH:17]=[CH:16][CH:15]=[CH:14][CH:13]=1, predict the reactants needed to synthesize it. The reactants are: [NH2:1][C@H:2]([C:18]([O:20][CH3:21])=[O:19])[CH2:3][CH2:4][CH2:5][CH2:6][NH:7][C:8]([O:10][CH2:11][C:12]1[CH:17]=[CH:16][CH:15]=[CH:14][CH:13]=1)=[O:9].CO[CH:24]1[CH2:28][CH:27](OC)[CH2:26]O1. (4) The reactants are: [CH3:1][C:2]1[CH:7]=[C:6](O)[N:5]=[C:4]2[NH:9][N:10]=[C:11]([OH:12])[C:3]=12.CN(C)C1C=CC=CC=1.P(Cl)(Cl)([Cl:24])=O. Given the product [Cl:24][C:6]1[N:5]=[C:4]2[NH:9][N:10]=[C:11]([OH:12])[C:3]2=[C:2]([CH3:1])[CH:7]=1, predict the reactants needed to synthesize it.